Dataset: Forward reaction prediction with 1.9M reactions from USPTO patents (1976-2016). Task: Predict the product of the given reaction. (1) The product is: [Cl:22][C:12]1[C:11]2[S:10][C:9]([C:3]3[C:2]([Cl:1])=[CH:7][CH:6]=[CH:5][C:4]=3[Cl:8])=[N:17][C:16]=2[C:15]([F:18])=[CH:14][N:13]=1. Given the reactants [Cl:1][C:2]1[CH:7]=[CH:6][CH:5]=[C:4]([Cl:8])[C:3]=1[C:9]1[S:10][C:11]2[CH:12]=[N+:13]([O-])[CH:14]=[C:15]([F:18])[C:16]=2[N:17]=1.P(Cl)(Cl)([Cl:22])=O, predict the reaction product. (2) Given the reactants [CH2:1]([C:8]1[CH:13]=[C:12]([Br:14])[CH:11]=[CH:10][C:9]=1[OH:15])[C:2]1[CH:7]=[CH:6][CH:5]=[CH:4][CH:3]=1.[H-].[Na+].[C:18]([O:21][CH2:22][CH3:23])(=[O:20])[CH3:19], predict the reaction product. The product is: [CH2:1]([C:8]1[CH:13]=[C:12]([Br:14])[CH:11]=[CH:10][C:9]=1[O:15][CH2:19][C:18]([O:21][CH2:22][CH3:23])=[O:20])[C:2]1[CH:3]=[CH:4][CH:5]=[CH:6][CH:7]=1. (3) Given the reactants [Cl:1][C:2]1[S:6][C:5]([S:7]([NH:10][CH:11]2[CH2:16][O:15][C:14]([CH3:18])([CH3:17])[O:13][CH2:12]2)(=[O:9])=[O:8])=[CH:4][CH:3]=1.Br[CH2:20][C:21]1[CH:33]=[CH:32][C:24]([C:25]([O:27][C:28]([CH3:31])([CH3:30])[CH3:29])=[O:26])=[CH:23][CH:22]=1.C([O-])([O-])=O.[Cs+].[Cs+], predict the reaction product. The product is: [Cl:1][C:2]1[S:6][C:5]([S:7]([N:10]([CH2:20][C:21]2[CH:33]=[CH:32][C:24]([C:25]([O:27][C:28]([CH3:29])([CH3:31])[CH3:30])=[O:26])=[CH:23][CH:22]=2)[CH:11]2[CH2:16][O:15][C:14]([CH3:18])([CH3:17])[O:13][CH2:12]2)(=[O:8])=[O:9])=[CH:4][CH:3]=1.